Dataset: Catalyst prediction with 721,799 reactions and 888 catalyst types from USPTO. Task: Predict which catalyst facilitates the given reaction. Reactant: [CH:1]1([NH:7][C:8]([CH:10]2[CH2:14][CH2:13][CH2:12][N:11]2[CH2:15][C:16]([OH:19])([CH3:18])[CH3:17])=[O:9])[CH2:6][CH2:5][CH2:4][CH2:3][CH2:2]1.I[CH3:21].[H-].[Na+]. Product: [CH:1]1([NH:7][C:8]([CH:10]2[CH2:14][CH2:13][CH2:12][N:11]2[CH2:15][C:16]([O:19][CH3:21])([CH3:17])[CH3:18])=[O:9])[CH2:2][CH2:3][CH2:4][CH2:5][CH2:6]1. The catalyst class is: 7.